This data is from Full USPTO retrosynthesis dataset with 1.9M reactions from patents (1976-2016). The task is: Predict the reactants needed to synthesize the given product. (1) The reactants are: [CH3:1][C:2]1[N:6]([CH2:7][C:8]([OH:10])=O)[N:5]=[C:4]([C:11]([F:14])([F:13])[F:12])[CH:3]=1.C(N(C(C)C)CC)(C)C.F[B-](F)(F)F.N1(OC(N(C)C)=[N+](C)C)C2C=CC=CC=2N=N1.Cl.[CH2:47]([O:49][C:50]([C:52]1[N:53]=[C:54]([CH:57]2[CH2:62][CH2:61][NH:60][CH2:59][CH2:58]2)[S:55][CH:56]=1)=[O:51])[CH3:48]. Given the product [CH2:47]([O:49][C:50]([C:52]1[N:53]=[C:54]([CH:57]2[CH2:62][CH2:61][N:60]([C:8](=[O:10])[CH2:7][N:6]3[C:2]([CH3:1])=[CH:3][C:4]([C:11]([F:14])([F:13])[F:12])=[N:5]3)[CH2:59][CH2:58]2)[S:55][CH:56]=1)=[O:51])[CH3:48], predict the reactants needed to synthesize it. (2) Given the product [CH3:1][N:2]1[CH2:15][CH2:14][C:13]2[C:12]3[CH:11]=[C:10]([CH3:16])[CH:9]=[CH:8][C:7]=3[N:6]([CH2:34][C:35]([N:37]3[CH2:41][CH2:40][CH2:39][CH2:38]3)=[O:36])[C:5]=2[CH2:4][CH2:3]1, predict the reactants needed to synthesize it. The reactants are: [CH3:1][N:2]1[CH2:15][CH2:14][C:13]2[C:12]3[CH:11]=[C:10]([CH3:16])[CH:9]=[CH:8][C:7]=3[NH:6][C:5]=2[CH2:4][CH2:3]1.N1CCC[C@H]1C(O)=O.[O-]P([O-])([O-])=O.[K+].[K+].[K+].Cl[CH2:34][C:35]([N:37]1[CH2:41][CH2:40][CH2:39][CH2:38]1)=[O:36]. (3) Given the product [NH:1]([C:17]([O:19][CH2:20][C:21]1[CH:22]=[CH:23][CH:24]=[CH:25][CH:26]=1)=[O:18])[C@H:2]([C:6]([N:8]1[CH2:16][CH2:15][CH2:14][C@H:9]1[C:10]([OH:12])=[O:11])=[O:7])[CH:3]([CH3:5])[CH3:4], predict the reactants needed to synthesize it. The reactants are: [NH:1]([C:17]([O:19][CH2:20][C:21]1[CH:26]=[CH:25][CH:24]=[CH:23][CH:22]=1)=[O:18])[C@H:2]([C:6]([N:8]1[CH2:16][CH2:15][CH2:14][C@H:9]1[C:10]([O:12]C)=[O:11])=[O:7])[CH:3]([CH3:5])[CH3:4]. (4) The reactants are: [Cl:1][C:2]1[CH:7]=[C:6]([CH2:8][OH:9])[CH:5]=[C:4]([C:10]([F:13])([F:12])[F:11])[C:3]=1[OH:14]. Given the product [Cl:1][C:2]1[CH:7]=[C:6]([CH:5]=[C:4]([C:10]([F:11])([F:12])[F:13])[C:3]=1[OH:14])[CH:8]=[O:9], predict the reactants needed to synthesize it. (5) Given the product [Cl:26][C:23]1[CH:22]=[CH:21][C:20]([CH2:19][C:9]2[C:10]([CH2:17][CH3:18])=[N:11][C:12]3[C:7]([C:8]=2[O:27][CH:28]([F:30])[F:29])=[C:6]([O:5][CH2:4][C:3]([OH:31])=[O:2])[CH:15]=[CH:14][C:13]=3[F:16])=[CH:25][CH:24]=1, predict the reactants needed to synthesize it. The reactants are: C[O:2][C:3](=[O:31])[CH2:4][O:5][C:6]1[CH:15]=[CH:14][C:13]([F:16])=[C:12]2[C:7]=1[C:8]([O:27][CH:28]([F:30])[F:29])=[C:9]([CH2:19][C:20]1[CH:25]=[CH:24][C:23]([Cl:26])=[CH:22][CH:21]=1)[C:10]([CH2:17][CH3:18])=[N:11]2.CO.[OH-].[Na+]. (6) Given the product [C:1]([C:5]1[NH:6][C:7]([C:16]2[CH:21]=[CH:20][N:19]=[C:18]([F:22])[CH:17]=2)=[C:8]([C:10]2[CH:11]=[N:12][CH:13]=[CH:14][CH:15]=2)[N:9]=1)([CH3:4])([CH3:2])[CH3:3], predict the reactants needed to synthesize it. The reactants are: [C:1]([C:5]1[N:6](O)[C:7]([C:16]2[CH:21]=[CH:20][N:19]=[C:18]([F:22])[CH:17]=2)=[C:8]([C:10]2[CH:11]=[N:12][CH:13]=[CH:14][CH:15]=2)[N:9]=1)([CH3:4])([CH3:3])[CH3:2].C(P(CC)CC)C.CN(C)C(=O)C. (7) Given the product [OH:15][CH:2]1[CH2:1][C:4]2([CH2:8][CH2:7][CH2:6][CH2:5]2)[C:9](=[O:11])[O:10]1, predict the reactants needed to synthesize it. The reactants are: [CH2:1]([C:4]1([C:9]([OH:11])=[O:10])[CH2:8][CH2:7][CH2:6][CH2:5]1)[CH:2]=C.CC#N.[OH2:15].